From a dataset of Forward reaction prediction with 1.9M reactions from USPTO patents (1976-2016). Predict the product of the given reaction. (1) Given the reactants [C-:1]#[N:2].[Na+].[NH:4]1[CH2:9][CH2:8][O:7][CH2:6][CH2:5]1.Cl.[Cl:11][C:12]1[C:16]([Cl:17])=[C:15]([CH3:18])[NH:14][C:13]=1[C:19]([NH:21][C@H:22]1[CH2:27][CH2:26][N:25]([C:28]2[S:29][C:30]([C:35]([O:37][CH2:38][CH3:39])=[O:36])=[C:31]([CH:33]=O)[N:32]=2)[CH2:24][C@H:23]1[O:40][CH3:41])=[O:20], predict the reaction product. The product is: [C:1]([CH:33]([N:4]1[CH2:9][CH2:8][O:7][CH2:6][CH2:5]1)[C:31]1[N:32]=[C:28]([N:25]2[CH2:26][CH2:27][C@H:22]([NH:21][C:19]([C:13]3[NH:14][C:15]([CH3:18])=[C:16]([Cl:17])[C:12]=3[Cl:11])=[O:20])[C@H:23]([O:40][CH3:41])[CH2:24]2)[S:29][C:30]=1[C:35]([O:37][CH2:38][CH3:39])=[O:36])#[N:2]. (2) Given the reactants [OH-].[Na+].[Cl:3][C:4]1[C:12]2[C:7](=[N:8][CH:9]=[CH:10][C:11]=2[O:13][C:14]2[CH:19]=[CH:18][C:17]([NH:20]C(=O)C(F)(F)F)=[CH:16][C:15]=2[F:27])[NH:6][CH:5]=1, predict the reaction product. The product is: [Cl:3][C:4]1[C:12]2[C:7](=[N:8][CH:9]=[CH:10][C:11]=2[O:13][C:14]2[CH:19]=[CH:18][C:17]([NH2:20])=[CH:16][C:15]=2[F:27])[NH:6][CH:5]=1. (3) Given the reactants [CH3:1][C:2]1[O:6][N:5]=[C:4]([C:7]2[CH:12]=[CH:11][C:10]([B:13]3[O:17]C(C)(C)C(C)(C)[O:14]3)=[CH:9][CH:8]=2)[N:3]=1.I([O-])(=O)(=O)=O.[Na+].C([O-])(=O)C.[NH4+], predict the reaction product. The product is: [CH3:1][C:2]1[O:6][N:5]=[C:4]([C:7]2[CH:8]=[CH:9][C:10]([B:13]([OH:17])[OH:14])=[CH:11][CH:12]=2)[N:3]=1. (4) Given the reactants [F:1][CH:2]1[CH2:7][NH:6][CH2:5][CH:4]([C:8]([O:10][CH3:11])=[O:9])[CH2:3]1.C(=O)([O-])[O-].[Na+].[Na+].Cl[C:19]([O:21][CH2:22][C:23]1[CH:28]=[CH:27][CH:26]=[CH:25][CH:24]=1)=[O:20].C(=O)(O)[O-].[Na+], predict the reaction product. The product is: [F:1][CH:2]1[CH2:7][N:6]([C:19]([O:21][CH2:22][C:23]2[CH:28]=[CH:27][CH:26]=[CH:25][CH:24]=2)=[O:20])[CH2:5][CH:4]([C:8]([O:10][CH3:11])=[O:9])[CH2:3]1. (5) Given the reactants [CH2:1]([N:8]1[C:16]2[C:11](=[N:12][C:13]([N:17](C(OC(C)(C)C)=O)[NH:18]C(OC(C)(C)C)=O)=[CH:14][CH:15]=2)[CH:10]=[C:9]1[C:33]1[CH:34]=[N:35][N:36](C2CCCCO2)[CH:37]=1)[C:2]1[CH:7]=[CH:6][CH:5]=[CH:4][CH:3]=1.[CH3:44][C:45](O)=O, predict the reaction product. The product is: [CH2:1]([N:8]1[C:16]2[CH:15]=[CH:14][C:13]3[N:12]([C:44]([CH3:45])=[N:18][N:17]=3)[C:11]=2[CH:10]=[C:9]1[C:33]1[CH:34]=[N:35][NH:36][CH:37]=1)[C:2]1[CH:7]=[CH:6][CH:5]=[CH:4][CH:3]=1. (6) Given the reactants [Cl:1][C:2]1[CH:7]=[CH:6][C:5]([C:8]2[CH2:9][CH2:10][CH2:11][N:12]([C:14]([C:16]3[CH:21]=[CH:20][N:19]=[C:18]([N:22]([CH3:24])[CH3:23])[CH:17]=3)=[O:15])[CH:13]=2)=[CH:4][CH:3]=1.F[C:26](F)(S(OC1CCCN(C(C2C=CN=C(N(C)C)C=2)=O)C=1)(=O)=O)C(F)(F)C(F)(F)C(F)(F)F.ClC1C=CC(B(O)O)=C(C)C=1, predict the reaction product. The product is: [Cl:1][C:2]1[CH:7]=[CH:6][C:5]([C:8]2[CH2:9][CH2:10][CH2:11][N:12]([C:14]([C:16]3[CH:21]=[CH:20][N:19]=[C:18]([N:22]([CH3:24])[CH3:23])[CH:17]=3)=[O:15])[CH:13]=2)=[C:4]([CH3:26])[CH:3]=1.